Dataset: Full USPTO retrosynthesis dataset with 1.9M reactions from patents (1976-2016). Task: Predict the reactants needed to synthesize the given product. Given the product [CH3:18][O:7][C:6](=[O:8])[C:5]1[CH:9]=[CH:10][CH:11]=[CH:12][C:4]=1[CH:1]([CH3:3])[CH3:2], predict the reactants needed to synthesize it. The reactants are: [CH:1]([C:4]1[CH:12]=[CH:11][CH:10]=[CH:9][C:5]=1[C:6]([OH:8])=[O:7])([CH3:3])[CH3:2].S(Cl)(Cl)=O.N1C=CC=C[CH:18]=1.